From a dataset of Full USPTO retrosynthesis dataset with 1.9M reactions from patents (1976-2016). Predict the reactants needed to synthesize the given product. (1) Given the product [CH3:1][N:2]1[C:6]2[CH:7]=[CH:8][C:9]([CH2:11][C:12](=[O:22])[CH3:13])=[CH:10][C:5]=2[N:4]([CH3:17])[C:3]1=[O:18], predict the reactants needed to synthesize it. The reactants are: [CH3:1][N:2]1[C:6]2[CH:7]=[CH:8][C:9]([CH:11]=[C:12]([N+]([O-])=O)[CH3:13])=[CH:10][C:5]=2[N:4]([CH3:17])[C:3]1=[O:18].O.Cl.C(=O)(O)[O-:22].[Na+]. (2) Given the product [CH3:33][O:30][C:28]([C@H:27]1[C@@H:2]([CH2:1][C:5]2[CH:6]=[CH:7][CH:8]=[CH:9][CH:10]=2)[CH2:3][N:18]([CH2:11][C:12]2[CH:17]=[CH:16][CH:15]=[CH:14][CH:13]=2)[CH2:19]1)=[O:29], predict the reactants needed to synthesize it. The reactants are: [CH2:1]([C:5]1[CH:10]=[CH:9][CH:8]=[CH:7][CH:6]=1)/[CH:2]=[CH:3]\C.[CH2:11]([N:18]([Si](C)(C)C)[CH2:19]OC)[C:12]1[CH:17]=[CH:16][CH:15]=[CH:14][CH:13]=1.F[C:27](F)(F)[C:28]([OH:30])=[O:29].[C:33]1(C)C=CC=CC=1.